From a dataset of Catalyst prediction with 721,799 reactions and 888 catalyst types from USPTO. Predict which catalyst facilitates the given reaction. Reactant: CC([S@@]([N:7]1[CH2:11][CH2:10][CH2:9][C@@H:8]1[C:12]1[CH:17]=[CH:16][C:15]([Cl:18])=[CH:14][CH:13]=1)=O)(C)C.Cl. Product: [Cl:18][C:15]1[CH:14]=[CH:13][C:12]([C@H:8]2[CH2:9][CH2:10][CH2:11][NH:7]2)=[CH:17][CH:16]=1. The catalyst class is: 2.